This data is from Reaction yield outcomes from USPTO patents with 853,638 reactions. The task is: Predict the reaction yield, written as a fraction of the theoretical maximum amount of product (1.0 means a 100% yield; for example, 0.34 means a 34% yield). (1) The reactants are [CH2:1]([NH:4][C:5](=[O:32])[NH:6][C:7]1[N:12]=[CH:11][C:10]([C:13]2[CH:18]=[CH:17][N:16]=[C:15]([C:19]([O:21][CH3:22])=O)[CH:14]=2)=[C:9]([C:23]2[S:24][CH:25]=[C:26]([C:28]([F:31])([F:30])[F:29])[N:27]=2)[CH:8]=1)[CH2:2][CH3:3].[OH2:33].[NH2:34][NH2:35]. The catalyst is C(O)C. The product is [OH:33][C:22]1[O:21][C:19]([C:15]2[CH:14]=[C:13]([C:10]3[CH:11]=[N:12][C:7]([NH:6][C:5]([NH:4][CH2:1][CH2:2][CH3:3])=[O:32])=[CH:8][C:9]=3[C:23]3[S:24][CH:25]=[C:26]([C:28]([F:31])([F:29])[F:30])[N:27]=3)[CH:18]=[CH:17][N:16]=2)=[N:35][N:34]=1. The yield is 0.270. (2) The reactants are [Na].[C:2]([O:8][CH2:9][CH3:10])(=[O:7])[CH2:3][C:4]([CH3:6])=[O:5].O/[N:12]=[C:13](\Cl)/[C:14]1[CH:19]=[CH:18][CH:17]=[C:16]([Cl:20])[CH:15]=1. The catalyst is CO. The product is [CH2:9]([O:8][C:2]([C:3]1[C:13]([C:14]2[CH:19]=[CH:18][CH:17]=[C:16]([Cl:20])[CH:15]=2)=[N:12][O:5][C:4]=1[CH3:6])=[O:7])[CH3:10]. The yield is 0.400. (3) The reactants are [CH3:1][C:2]1([CH3:26])[O:6][C@@H:5]([CH2:7][N:8]2[C:16]3[C:11](=[CH:12][C:13]([N+:18]([O-])=O)=[C:14]([F:17])[CH:15]=3)[CH:10]=[C:9]2[C:21]([CH3:25])([CH3:24])[CH2:22][OH:23])[CH2:4][O:3]1. The catalyst is C(O)C. The product is [NH2:18][C:13]1[CH:12]=[C:11]2[C:16](=[CH:15][C:14]=1[F:17])[N:8]([CH2:7][C@H:5]1[CH2:4][O:3][C:2]([CH3:1])([CH3:26])[O:6]1)[C:9]([C:21]([CH3:25])([CH3:24])[CH2:22][OH:23])=[CH:10]2. The yield is 0.910. (4) The reactants are [CH3:1][O:2][C:3]1[CH:10]=[CH:9][CH:8]=[C:7]([O:11][CH3:12])[C:4]=1[CH2:5][NH2:6].[CH3:13][O:14][C:15]([CH2:17][C@@H:18]([CH2:38][CH:39]([CH3:41])[CH3:40])[C:19]([NH:21][CH:22]([C:26]1[CH:31]=[CH:30][C:29]([C:32]2[CH:37]=[CH:36][CH:35]=[CH:34][CH:33]=2)=[CH:28][CH:27]=1)[C:23](O)=[O:24])=[O:20])=[O:16].C(Cl)CCl.C1C=CC2N(O)N=NC=2C=1.CN1CCOCC1. The catalyst is ClCCl. The product is [CH3:12][O:11][C:7]1[CH:8]=[CH:9][CH:10]=[C:3]([O:2][CH3:1])[C:4]=1[CH2:5][NH:6][C:23]([CH:22]([C:26]1[CH:31]=[CH:30][C:29]([C:32]2[CH:33]=[CH:34][CH:35]=[CH:36][CH:37]=2)=[CH:28][CH:27]=1)[NH:21][C:19]([C@H:18]([CH2:38][CH:39]([CH3:41])[CH3:40])[CH2:17][C:15]([O:14][CH3:13])=[O:16])=[O:20])=[O:24]. The yield is 0.940.